Dataset: Catalyst prediction with 721,799 reactions and 888 catalyst types from USPTO. Task: Predict which catalyst facilitates the given reaction. (1) Reactant: [C:1]([S:5][CH2:6][C:7]1[N:12]=[CH:11][C:10]([C:13]#[N:14])=[CH:9][CH:8]=1)([CH3:4])([CH3:3])[CH3:2].B.C1COCC1. Product: [NH2:14][CH2:13][C:10]1[CH:11]=[N:12][C:7]([CH2:6][S:5][C:1]([CH3:4])([CH3:3])[CH3:2])=[CH:8][CH:9]=1. The catalyst class is: 1. (2) Reactant: [O:1]1[CH2:6][CH2:5][N:4]([C:7]2[CH:12]=[CH:11][C:10]([C:13]3[NH:14][C:15]4[C:20]([N:21]=3)=[C:19]([C:22]3[CH:23]=[CH:24][C:25]([O:30][C@@H:31]5[CH2:35][CH2:34][NH:33][CH2:32]5)=[C:26]([CH:29]=3)[C:27]#[N:28])[N:18]=[CH:17][N:16]=4)=[CH:9][CH:8]=2)[CH2:3][CH2:2]1.[OH:36][C@@H:37]([CH3:41])[C:38](O)=[O:39].CCN(C(C)C)C(C)C.CN(C(ON1N=NC2C=CC=NC1=2)=[N+](C)C)C.F[P-](F)(F)(F)(F)F. Product: [OH:36][C@@H:37]([CH3:41])[C:38]([N:33]1[CH2:34][CH2:35][C@@H:31]([O:30][C:25]2[CH:24]=[CH:23][C:22]([C:19]3[N:18]=[CH:17][N:16]=[C:15]4[C:20]=3[N:21]=[C:13]([C:10]3[CH:9]=[CH:8][C:7]([N:4]5[CH2:5][CH2:6][O:1][CH2:2][CH2:3]5)=[CH:12][CH:11]=3)[NH:14]4)=[CH:29][C:26]=2[C:27]#[N:28])[CH2:32]1)=[O:39]. The catalyst class is: 3. (3) Reactant: [F:1][C:2]1[CH:11]=[C:6]([C:7]([O:9][CH3:10])=[O:8])[C:5]([OH:12])=[CH:4][CH:3]=1.C1C(=O)N([I:20])C(=O)C1.C(OCC)(=O)C. Product: [F:1][C:2]1[CH:11]=[C:6]([C:7]([O:9][CH3:10])=[O:8])[C:5]([OH:12])=[C:4]([I:20])[CH:3]=1. The catalyst class is: 3.